Dataset: Catalyst prediction with 721,799 reactions and 888 catalyst types from USPTO. Task: Predict which catalyst facilitates the given reaction. (1) Reactant: [CH2:1]([NH2:8])[C:2]1[CH:7]=[CH:6][CH:5]=[CH:4][CH:3]=1.C(N(C(C)C)CC)(C)C.[S:18](Cl)(=[O:21])(=[O:20])[NH2:19]. Product: [CH2:1]([NH:8][S:18]([NH2:19])(=[O:21])=[O:20])[C:2]1[CH:7]=[CH:6][CH:5]=[CH:4][CH:3]=1. The catalyst class is: 9. (2) Reactant: Cl[C:2]([CH3:7])=[CH:3][C:4](=O)[CH3:5].[C:8]([O:12][CH3:13])(=[O:11])[CH2:9][SH:10].[O-]CC.[Na+]. Product: [CH3:13][O:12][C:8]([C:9]1[S:10][C:2]([CH3:7])=[CH:3][C:4]=1[CH3:5])=[O:11]. The catalyst class is: 8. (3) Reactant: [NH:1]1[C:9]2[C:4](=[C:5]([CH:10]([C:14]3[CH:19]=[CH:18][CH:17]=[CH:16][CH:15]=3)[CH2:11][CH2:12][NH2:13])[CH:6]=[CH:7][CH:8]=2)[CH:3]=[CH:2]1.Cl[C:21]([O:23][CH3:24])=[O:22]. Product: [CH3:24][O:23][C:21](=[O:22])[NH:13][CH2:12][CH2:11][CH:10]([C:5]1[CH:6]=[CH:7][CH:8]=[C:9]2[C:4]=1[CH:3]=[CH:2][NH:1]2)[C:14]1[CH:15]=[CH:16][CH:17]=[CH:18][CH:19]=1. The catalyst class is: 2.